Regression. Given a peptide amino acid sequence and an MHC pseudo amino acid sequence, predict their binding affinity value. This is MHC class II binding data. From a dataset of Peptide-MHC class II binding affinity with 134,281 pairs from IEDB. (1) The peptide sequence is FFMSPKGISRMSMAM. The MHC is DRB1_1301 with pseudo-sequence DRB1_1301. The binding affinity (normalized) is 0.872. (2) The peptide sequence is RVWEQIFSTWLLKPG. The MHC is DRB5_0101 with pseudo-sequence DRB5_0101. The binding affinity (normalized) is 0.562. (3) The peptide sequence is NNQNFFWAVKPKVVR. The MHC is DRB5_0101 with pseudo-sequence DRB5_0101. The binding affinity (normalized) is 0.937.